This data is from NCI-60 drug combinations with 297,098 pairs across 59 cell lines. The task is: Regression. Given two drug SMILES strings and cell line genomic features, predict the synergy score measuring deviation from expected non-interaction effect. (1) Drug 1: COC1=NC(=NC2=C1N=CN2C3C(C(C(O3)CO)O)O)N. Drug 2: C#CCC(CC1=CN=C2C(=N1)C(=NC(=N2)N)N)C3=CC=C(C=C3)C(=O)NC(CCC(=O)O)C(=O)O. Cell line: OVCAR-5. Synergy scores: CSS=59.8, Synergy_ZIP=0.351, Synergy_Bliss=-1.92, Synergy_Loewe=-2.47, Synergy_HSA=0.270. (2) Drug 1: C1=CN(C(=O)N=C1N)C2C(C(C(O2)CO)O)O.Cl. Drug 2: CS(=O)(=O)OCCCCOS(=O)(=O)C. Cell line: HS 578T. Synergy scores: CSS=18.4, Synergy_ZIP=-2.52, Synergy_Bliss=-3.34, Synergy_Loewe=-7.31, Synergy_HSA=-0.923. (3) Drug 1: C#CCC(CC1=CN=C2C(=N1)C(=NC(=N2)N)N)C3=CC=C(C=C3)C(=O)NC(CCC(=O)O)C(=O)O. Drug 2: C1C(C(OC1N2C=NC(=NC2=O)N)CO)O. Cell line: SNB-75. Synergy scores: CSS=-1.29, Synergy_ZIP=0.795, Synergy_Bliss=-1.11, Synergy_Loewe=-1.50, Synergy_HSA=-3.00. (4) Drug 1: CC1OCC2C(O1)C(C(C(O2)OC3C4COC(=O)C4C(C5=CC6=C(C=C35)OCO6)C7=CC(=C(C(=C7)OC)O)OC)O)O. Drug 2: CC1C(C(CC(O1)OC2CC(CC3=C2C(=C4C(=C3O)C(=O)C5=C(C4=O)C(=CC=C5)OC)O)(C(=O)CO)O)N)O.Cl. Cell line: A498. Synergy scores: CSS=72.9, Synergy_ZIP=-2.86, Synergy_Bliss=-0.134, Synergy_Loewe=4.43, Synergy_HSA=5.51.